This data is from Forward reaction prediction with 1.9M reactions from USPTO patents (1976-2016). The task is: Predict the product of the given reaction. (1) The product is: [Cl:19][CH2:17][C:10]1[C:11]([CH3:16])=[N:12][C:13]([O:14][CH3:15])=[C:8]([C:4]2[CH:5]=[CH:6][CH:7]=[C:2]([Cl:1])[CH:3]=2)[CH:9]=1. Given the reactants [Cl:1][C:2]1[CH:3]=[C:4]([C:8]2[CH:9]=[C:10]([CH2:17]O)[C:11]([CH3:16])=[N:12][C:13]=2[O:14][CH3:15])[CH:5]=[CH:6][CH:7]=1.[Cl:19]C1C=C(C2C(OC)=NC(C)=C(C=2)C=O)C=CC=1.[BH4-].[Na+], predict the reaction product. (2) Given the reactants ClC1N=C(C2SC(N3CCCC3)=NC=2C2C=C(NS(C3C(F)=CC=CC=3F)(=O)=O)C=CC=2)C=CN=1.[Cl:36][C:37]1[N:42]=[C:41]([CH2:43][C:44]([C:46]2[C:47]([F:64])=[C:48]([NH:52][S:53]([C:56]3[CH:61]=[C:60]([F:62])[CH:59]=[CH:58][C:57]=3[F:63])(=[O:55])=[O:54])[CH:49]=[CH:50][CH:51]=2)=O)[CH:40]=[CH:39][N:38]=1.[NH2:65][C:66]([CH:68]1[CH2:73][CH2:72][N:71]([C:74]([O:76][C:77]([CH3:80])([CH3:79])[CH3:78])=[O:75])[CH2:70][CH2:69]1)=[S:67], predict the reaction product. The product is: [Cl:36][C:37]1[N:42]=[C:41]([C:43]2[S:67][C:66]([CH:68]3[CH2:73][CH2:72][N:71]([C:74]([O:76][C:77]([CH3:80])([CH3:79])[CH3:78])=[O:75])[CH2:70][CH2:69]3)=[N:65][C:44]=2[C:46]2[CH:51]=[CH:50][CH:49]=[C:48]([NH:52][S:53]([C:56]3[CH:61]=[C:60]([F:62])[CH:59]=[CH:58][C:57]=3[F:63])(=[O:55])=[O:54])[C:47]=2[F:64])[CH:40]=[CH:39][N:38]=1. (3) Given the reactants [OH:1][C:2]1[CH:3]=[C:4]([CH2:8][NH:9][C:10](=[O:18])[C:11]2[CH:16]=[CH:15][CH:14]=[N:13][C:12]=2[NH2:17])[CH:5]=[CH:6][CH:7]=1.Br[CH2:20][CH2:21][CH2:22][CH2:23][CH:24]=[CH2:25].C(=O)([O-])[O-].[Cs+].[Cs+].CN(C=O)C, predict the reaction product. The product is: [CH2:25]([O:1][C:2]1[CH:3]=[C:4]([CH2:8][NH:9][C:10](=[O:18])[C:11]2[CH:16]=[CH:15][CH:14]=[N:13][C:12]=2[NH2:17])[CH:5]=[CH:6][CH:7]=1)[CH2:24][CH2:23][CH2:22][CH:21]=[CH2:20]. (4) Given the reactants [CH:1]1([C:4]2[N:9]=[C:8](O)[CH:7]=[C:6]([C:11]([F:14])([F:13])[F:12])[N:5]=2)[CH2:3][CH2:2]1.O=P(Cl)(Cl)[Cl:17], predict the reaction product. The product is: [Cl:17][C:8]1[CH:7]=[C:6]([C:11]([F:14])([F:13])[F:12])[N:5]=[C:4]([CH:1]2[CH2:3][CH2:2]2)[N:9]=1. (5) Given the reactants C[O:2][C:3]([C:5]1([C:8]2[CH:9]=[C:10]3[C:15](=[CH:16][CH:17]=2)[N:14]=[CH:13][CH:12]=[CH:11]3)[CH2:7][CH2:6]1)=O.O.[NH2:19][NH2:20], predict the reaction product. The product is: [N:14]1[C:15]2[C:10](=[CH:9][C:8]([C:5]3([C:3]([NH:19][NH2:20])=[O:2])[CH2:7][CH2:6]3)=[CH:17][CH:16]=2)[CH:11]=[CH:12][CH:13]=1. (6) The product is: [CH2:24]([O:23][C:21]([N:8]1[CH2:9][CH2:10][NH:5][CH:6]([C:11]([OH:13])=[O:12])[CH2:7]1)=[O:22])[C:25]1[CH:30]=[CH:29][CH:28]=[CH:27][CH:26]=1. Given the reactants [OH-].[Na+].Cl.Cl.[NH:5]1[CH2:10][CH2:9][NH:8][CH2:7][CH:6]1[C:11]([OH:13])=[O:12].C([O-])([O-])=O.[Na+].[Na+].Cl[C:21]([O:23][CH2:24][C:25]1[CH:30]=[CH:29][CH:28]=[CH:27][CH:26]=1)=[O:22], predict the reaction product. (7) Given the reactants [O:1]1[CH2:6][CH2:5][N:4]([CH2:7][CH2:8][NH:9][C:10]2[C:15]([F:16])=[CH:14][CH:13]=[CH:12][C:11]=2[CH2:17][OH:18])[CH2:3][CH2:2]1, predict the reaction product. The product is: [O:1]1[CH2:2][CH2:3][N:4]([CH2:7][CH2:8][NH:9][C:10]2[C:15]([F:16])=[CH:14][CH:13]=[CH:12][C:11]=2[CH:17]=[O:18])[CH2:5][CH2:6]1.